This data is from Full USPTO retrosynthesis dataset with 1.9M reactions from patents (1976-2016). The task is: Predict the reactants needed to synthesize the given product. (1) Given the product [Br:20][CH2:2][C:3]1[CH:8]=[CH:7][C:6]([C:9]2[C:10]([C:15]#[N:16])=[CH:11][CH:12]=[CH:13][CH:14]=2)=[C:5]([N+:17]([O-:19])=[O:18])[CH:4]=1, predict the reactants needed to synthesize it. The reactants are: O[CH2:2][C:3]1[CH:8]=[CH:7][C:6]([C:9]2[C:10]([C:15]#[N:16])=[CH:11][CH:12]=[CH:13][CH:14]=2)=[C:5]([N+:17]([O-:19])=[O:18])[CH:4]=1.[Br-:20].[Br-].[Br-].P. (2) Given the product [F:1][C:2]1[CH:3]=[C:4]([C:8]#[C:9][C:10]2[CH:22]=[CH:21][N:13]3[C:14](=[O:20])[C:15]([CH:18]([OH:25])[CH3:19])=[CH:16][N:17]=[C:12]3[CH:11]=2)[CH:5]=[CH:6][CH:7]=1, predict the reactants needed to synthesize it. The reactants are: [F:1][C:2]1[CH:3]=[C:4]([C:8]#[C:9][C:10]2[CH:22]=[CH:21][N:13]3[C:14](=[O:20])[C:15]([CH:18]=[CH2:19])=[CH:16][N:17]=[C:12]3[CH:11]=2)[CH:5]=[CH:6][CH:7]=1.C([OH:25])C. (3) Given the product [ClH:16].[OH:47][C:34]1[CH:35]=[CH:36][CH:37]=[C:38]2[C:33]=1[N:32]=[C:31]([C:29]([OH:30])=[O:28])[CH:40]=[C:39]2[N:41]1[CH2:42][CH2:43][NH:44][CH2:45][CH2:46]1, predict the reactants needed to synthesize it. The reactants are: COC(=O)C(NC1C=C([Cl:16])C=C(Cl)C=1OCC1C=CC=CC=1)=CC([O-])=O.C[O:28][C:29]([C:31]1[CH:40]=[C:39]([N:41]2[CH2:46][CH2:45][NH:44][CH2:43][CH2:42]2)[C:38]2[C:33](=[C:34]([OH:47])[CH:35]=[CH:36][CH:37]=2)[N:32]=1)=[O:30]. (4) Given the product [NH:28]([C:56]([O:58][C:59]([CH3:61])([CH3:60])[CH3:62])=[O:57])[C@H:29]([C:45]([NH:47][C@H:48]([C:53]([NH:1][C@H:2]([C:13]([NH:15][CH2:16][CH2:17][CH2:18][CH2:19][NH:20][C:21]([O:23][C:24]([CH3:27])([CH3:26])[CH3:25])=[O:22])=[O:14])[CH2:3][C:4]1[C:12]2[C:7](=[CH:8][CH:9]=[CH:10][CH:11]=2)[NH:6][CH:5]=1)=[O:54])[CH2:49][CH:50]([CH3:52])[CH3:51])=[O:46])[CH2:30][C:31]1[CH:32]=[CH:33][C:34]([O:37][CH2:38][C:39]2[CH:44]=[CH:43][CH:42]=[CH:41][CH:40]=2)=[CH:35][CH:36]=1, predict the reactants needed to synthesize it. The reactants are: [NH2:1][C@H:2]([C:13]([NH:15][CH2:16][CH2:17][CH2:18][CH2:19][NH:20][C:21]([O:23][C:24]([CH3:27])([CH3:26])[CH3:25])=[O:22])=[O:14])[CH2:3][C:4]1[C:12]2[C:7](=[CH:8][CH:9]=[CH:10][CH:11]=2)[NH:6][CH:5]=1.[NH:28]([C:56]([O:58][C:59]([CH3:62])([CH3:61])[CH3:60])=[O:57])[C@H:29]([C:45]([NH:47][C@H:48]([C:53](O)=[O:54])[CH2:49][CH:50]([CH3:52])[CH3:51])=[O:46])[CH2:30][C:31]1[CH:36]=[CH:35][C:34]([O:37][CH2:38][C:39]2[CH:44]=[CH:43][CH:42]=[CH:41][CH:40]=2)=[CH:33][CH:32]=1.C(Cl)CCl.C1C=CC2N(O)N=NC=2C=1.CCN(CC)CC.